This data is from Full USPTO retrosynthesis dataset with 1.9M reactions from patents (1976-2016). The task is: Predict the reactants needed to synthesize the given product. Given the product [CH:38]1([NH:34][C:23](=[O:25])[C:22]2[CH:21]=[CH:20][C:19]([N:16]3[CH2:15][CH2:14][N:13]([CH2:12][C:9]4[CH:10]=[N:11][C:5]5[N:4]6[CH2:28][CH2:29][S:30][CH2:31][C@H:3]6[C:2](=[O:1])[NH:7][C:6]=5[CH:8]=4)[CH2:18][CH2:17]3)=[CH:27][CH:26]=2)[CH2:40][CH2:39]1, predict the reactants needed to synthesize it. The reactants are: [O:1]=[C:2]1[NH:7][C:6]2[CH:8]=[C:9]([CH2:12][N:13]3[CH2:18][CH2:17][N:16]([C:19]4[CH:27]=[CH:26][C:22]([C:23]([OH:25])=O)=[CH:21][CH:20]=4)[CH2:15][CH2:14]3)[CH:10]=[N:11][C:5]=2[N:4]2[CH2:28][CH2:29][S:30][CH2:31][C@@H:3]12.C([N:34]([CH:38]([CH3:40])[CH3:39])C(C)C)C.C1(N)CC1.